Dataset: hERG potassium channel inhibition data for cardiac toxicity prediction from Karim et al.. Task: Regression/Classification. Given a drug SMILES string, predict its toxicity properties. Task type varies by dataset: regression for continuous values (e.g., LD50, hERG inhibition percentage) or binary classification for toxic/non-toxic outcomes (e.g., AMES mutagenicity, cardiotoxicity, hepatotoxicity). Dataset: herg_karim. (1) The result is 1 (blocker). The molecule is CCCCc1oc2ccccc2c1C(=O)c1cc(I)c(OCCNCC)c(I)c1. (2) The drug is NC1=N[C@@]2(c3cc(CNCC(F)(F)F)c(F)cc3F)CO[C@@H](CF)C[C@H]2CS1. The result is 1 (blocker). (3) The molecule is NC(=O)C12CC3CC(C1)C(NC(=O)C1SCCN1S(=O)(=O)c1ccccc1F)C(C3)C2. The result is 0 (non-blocker).